From a dataset of Forward reaction prediction with 1.9M reactions from USPTO patents (1976-2016). Predict the product of the given reaction. (1) Given the reactants [CH3:1][CH2:2][C@@:3]1([OH:28])[C:8](=[O:9])[O:7][CH2:6][C:5]2[C:10]([N:12]3[C:24](=[CH:25][C:4]1=2)[C:23]1[C:14](=[C:15]([CH:26]=O)[C:16]2[C:21]([N:22]=1)=[CH:20][CH:19]=[CH:18][CH:17]=2)[CH2:13]3)=[O:11].[NH2:29][C:30]1[CH:35]=[CH:34][CH:33]=[CH:32][CH:31]=1.[Yb], predict the reaction product. The product is: [CH3:1][CH2:2][C@@:3]1([OH:28])[C:8](=[O:9])[O:7][CH2:6][C:5]2[C:10]([N:12]3[C:24](=[CH:25][C:4]1=2)[C:23]1[C:14](=[C:15]([CH:26]=[N:29][C:30]2[CH:35]=[CH:34][CH:33]=[CH:32][CH:31]=2)[C:16]2[C:21]([N:22]=1)=[CH:20][CH:19]=[CH:18][CH:17]=2)[CH2:13]3)=[O:11]. (2) Given the reactants [Br:1][C:2]1[CH:7]=[CH:6][C:5]([C:8]2[CH:13]=[CH:12][CH:11]=[CH:10][CH:9]=2)=[C:4]([F:14])[CH:3]=1.Cl[S:16]([OH:19])(=[O:18])=[O:17], predict the reaction product. The product is: [Br:1][C:2]1[CH:7]=[CH:6][C:5]([C:8]2[C:13]([S:16]([OH:19])(=[O:18])=[O:17])=[CH:12][CH:11]=[CH:10][CH:9]=2)=[C:4]([F:14])[CH:3]=1. (3) Given the reactants [C:1]([O:5][C:6]([N:8]1[CH2:12][CH2:11][C@H:10]([CH:13]=[O:14])[CH2:9]1)=[O:7])([CH3:4])([CH3:3])[CH3:2].[CH2:15]1[CH2:19]OC[CH2:16]1.[CH2:20]([Mg]Br)[CH:21]=[CH2:22], predict the reaction product. The product is: [C:1]([O:5][C:6]([N:8]1[CH2:12][CH2:11][C@H:10]([C@@H:13]([OH:14])[CH2:19][CH:15]=[CH2:16])[CH2:9]1)=[O:7])([CH3:4])([CH3:3])[CH3:2].[C:1]([O:5][C:6]([N:8]1[CH2:12][CH2:11][C@H:10]([C@H:13]([OH:14])[CH2:22][CH:21]=[CH2:20])[CH2:9]1)=[O:7])([CH3:4])([CH3:3])[CH3:2]. (4) Given the reactants [Br:1][CH2:2][CH2:3][CH2:4][C:5](Cl)=[O:6].[NH2:8][C:9]1[CH:17]=[CH:16][CH:15]=[CH:14][C:10]=1[C:11]([NH2:13])=[O:12].N1C=CC=CC=1.Cl, predict the reaction product. The product is: [Br:1][CH2:2][CH2:3][CH2:4][C:5]([NH:8][C:9]1[CH:17]=[CH:16][CH:15]=[CH:14][C:10]=1[C:11]([NH2:13])=[O:12])=[O:6]. (5) The product is: [CH2:21]([O:23][C:24]([C:26]1[CH:27]=[N:28][N:29]([C:2]2[N:6]([CH2:7][O:8][CH2:9][CH2:10][O:11][CH3:12])[C:5]3[CH:13]=[C:14]([Cl:20])[C:15]([N+:17]([O-:19])=[O:18])=[CH:16][C:4]=3[N:3]=2)[CH:30]=1)=[O:25])[CH3:22]. Given the reactants Cl[C:2]1[N:6]([CH2:7][O:8][CH2:9][CH2:10][O:11][CH3:12])[C:5]2[CH:13]=[C:14]([Cl:20])[C:15]([N+:17]([O-:19])=[O:18])=[CH:16][C:4]=2[N:3]=1.[CH2:21]([O:23][C:24]([C:26]1[CH:27]=[N:28][NH:29][CH:30]=1)=[O:25])[CH3:22].C(=O)([O-])[O-].[Cs+].[Cs+], predict the reaction product.